Task: Predict the reactants needed to synthesize the given product.. Dataset: Full USPTO retrosynthesis dataset with 1.9M reactions from patents (1976-2016) (1) Given the product [CH3:38][O:37][C:34]1[CH:35]=[CH:36][C:31]([NH:28][C:29]([NH:26][CH2:25][C:22]2[CH:23]=[CH:24][C:19]([C:16]3[N:17]=[CH:18][N:14]([C:11]4[CH:12]=[CH:13][C:8]([O:7][C:2]([F:1])([F:27])[C:3]([F:6])([F:5])[F:4])=[CH:9][CH:10]=4)[N:15]=3)=[CH:20][CH:21]=2)=[S:30])=[C:32]([CH3:39])[CH:33]=1, predict the reactants needed to synthesize it. The reactants are: [F:1][C:2]([F:27])([O:7][C:8]1[CH:13]=[CH:12][C:11]([N:14]2[CH:18]=[N:17][C:16]([C:19]3[CH:24]=[CH:23][C:22]([CH2:25][NH2:26])=[CH:21][CH:20]=3)=[N:15]2)=[CH:10][CH:9]=1)[C:3]([F:6])([F:5])[F:4].[N:28]([C:31]1[CH:36]=[CH:35][C:34]([O:37][CH3:38])=[CH:33][C:32]=1[CH3:39])=[C:29]=[S:30]. (2) Given the product [CH2:1]([N:8]1[C:9]([CH:17]([OH:18])[CH3:20])([CH3:19])[CH2:10][O:11][C:12]([CH3:15])([CH3:16])[C:13]1=[O:14])[C:2]1[CH:7]=[CH:6][CH:5]=[CH:4][CH:3]=1, predict the reactants needed to synthesize it. The reactants are: [CH2:1]([N:8]1[C:13](=[O:14])[C:12]([CH3:16])([CH3:15])[O:11][CH2:10][C:9]1([CH3:19])[CH:17]=[O:18])[C:2]1[CH:7]=[CH:6][CH:5]=[CH:4][CH:3]=1.[CH3:20][Mg]Br.[Cl-].[NH4+]. (3) Given the product [C:47]([O:46][C:45]([NH:44][C@H:31]([C:32]([N:34]([C:36]1[CH:37]=[CH:38][C:39]([O:42][CH3:43])=[CH:40][CH:41]=1)[CH3:35])=[O:33])[CH2:30][C:26]1[CH:27]=[C:2]([CH:23]=[CH:24][CH:25]=1)[CH2:1][S:4][C:5]1[NH:6][C:7]2[C:12]([C:13]=1[CH2:14][C:15]([O:17][CH2:18][CH3:19])=[O:16])=[CH:11][CH:10]=[CH:9][CH:8]=2)=[O:51])([CH3:49])([CH3:50])[CH3:48], predict the reactants needed to synthesize it. The reactants are: [C:1]([S:4][C:5]1[NH:6][C:7]2[C:12]([C:13]=1[CH2:14][C:15]([O:17][CH2:18][CH3:19])=[O:16])=[CH:11][CH:10]=[CH:9][CH:8]=2)(=O)[CH3:2].[OH-].[K+].Cl[CH2:23][C:24]1[CH:25]=[C:26]([CH2:30][C@H:31]([NH:44][C:45](=[O:51])[O:46][C:47]([CH3:50])([CH3:49])[CH3:48])[C:32]([N:34]([C:36]2[CH:41]=[CH:40][C:39]([O:42][CH3:43])=[CH:38][CH:37]=2)[CH3:35])=[O:33])[CH:27]=CC=1.Cl. (4) Given the product [C:7]1([CH:6]([C:14]2[CH:19]=[CH:18][CH:17]=[CH:16][CH:15]=2)[CH:30]=[C:21]([C:20]([O:27][CH3:28])=[O:26])[C:22]([O:24][CH3:25])=[O:23])[CH:12]=[CH:11][CH:10]=[CH:9][CH:8]=1, predict the reactants needed to synthesize it. The reactants are: C(Cl)(Cl)(Cl)Cl.[C:6]([C:14]1[CH:19]=[CH:18][CH:17]=[CH:16][CH:15]=1)(=O)[C:7]1[CH:12]=[CH:11][CH:10]=[CH:9][CH:8]=1.[C:20]([O:27][CH3:28])(=[O:26])[CH2:21][C:22]([O:24][CH3:25])=[O:23].N1C=CC=C[CH:30]=1. (5) Given the product [Br:1][C:2]1[CH:3]=[C:4]([CH:8]2[O:12][CH2:11][CH2:10][O:9]2)[S:5][C:6]=1[CH2:23][CH2:22][CH2:21][OH:20], predict the reactants needed to synthesize it. The reactants are: [Br:1][C:2]1[CH:3]=[C:4]([CH:8]2[O:12][CH2:11][CH2:10][O:9]2)[S:5][C:6]=1Br.[Si]([O:20][CH2:21][CH2:22][CH2:23]I)(C(C)(C)C)(C)C. (6) Given the product [CH3:15][C:16]1[CH:21]=[CH:20][C:19]([CH2:22][O:1][C:2]2[N:6]([C:7]3[CH:12]=[C:11]([C:13]#[N:14])[CH:10]=[CH:9][N:8]=3)[N:5]=[CH:4][CH:3]=2)=[CH:18][CH:17]=1, predict the reactants needed to synthesize it. The reactants are: [OH:1][C:2]1[N:6]([C:7]2[CH:12]=[C:11]([C:13]#[N:14])[CH:10]=[CH:9][N:8]=2)[N:5]=[CH:4][CH:3]=1.[CH3:15][C:16]1[CH:21]=[CH:20][C:19]([CH2:22]O)=[CH:18][CH:17]=1. (7) Given the product [Br:1][C:2]1[CH:8]=[CH:7][C:5]([NH:6][C:11](=[O:13])[CH3:12])=[C:4]([F:9])[C:3]=1[Cl:10], predict the reactants needed to synthesize it. The reactants are: [Br:1][C:2]1[CH:8]=[CH:7][C:5]([NH2:6])=[C:4]([F:9])[C:3]=1[Cl:10].[C:11](OC(=O)C)(=[O:13])[CH3:12].N1C=CC=CC=1. (8) The reactants are: CO[CH:3](OC)[CH2:4][NH:5][C:6](=[O:23])[C:7]([NH:9][C:10]1[CH:15]=[CH:14][C:13]([O:16][CH2:17][C:18]([OH:21])([CH3:20])[CH3:19])=[C:12]([CH3:22])[CH:11]=1)=[O:8].C(O)(C(F)(F)F)=O. Given the product [OH:23][C:6]1[C:7](=[O:8])[N:9]([C:10]2[CH:15]=[CH:14][C:13]([O:16][CH2:17][C:18]([OH:21])([CH3:19])[CH3:20])=[C:12]([CH3:22])[CH:11]=2)[CH:3]=[CH:4][N:5]=1, predict the reactants needed to synthesize it. (9) Given the product [C:21]([O:25][C:26]([N:28]1[CH2:33][CH2:32][CH:31]([N:12]2[CH2:13][CH2:14][CH:9]([N:8]([C:5]3[CH:6]=[CH:7][C:2]([Br:1])=[CH:3][CH:4]=3)[C:15]3[CH:16]=[CH:17][CH:18]=[CH:19][CH:20]=3)[CH2:10][CH2:11]2)[CH2:30][CH2:29]1)=[O:27])([CH3:24])([CH3:22])[CH3:23], predict the reactants needed to synthesize it. The reactants are: [Br:1][C:2]1[CH:7]=[CH:6][C:5]([N:8]([C:15]2[CH:20]=[CH:19][CH:18]=[CH:17][CH:16]=2)[CH:9]2[CH2:14][CH2:13][NH:12][CH2:11][CH2:10]2)=[CH:4][CH:3]=1.[C:21]([O:25][C:26]([N:28]1[CH2:33][CH2:32][C:31](=O)[CH2:30][CH2:29]1)=[O:27])([CH3:24])([CH3:23])[CH3:22]. (10) Given the product [CH3:32][O:7][C:2]1[N:1]=[C:6]2[C:5](=[CH:4][CH:3]=1)[N:8]=[CH:9][CH:10]=[C:11]2[O:21][S:18]([C:17]([F:30])([F:29])[F:16])(=[O:20])=[O:19], predict the reactants needed to synthesize it. The reactants are: [NH:1]1[CH:6]=[CH:5][CH:4]=[CH:3][C:2]1=[O:7].[N:8]1C(C)=C[CH:11]=[CH:10][C:9]=1C.[F:16][C:17]([F:30])([F:29])[S:18]([O:21]S(C(F)(F)F)(=O)=O)(=[O:20])=[O:19].Cl[CH2:32]Cl.